Dataset: Peptide-MHC class I binding affinity with 185,985 pairs from IEDB/IMGT. Task: Regression. Given a peptide amino acid sequence and an MHC pseudo amino acid sequence, predict their binding affinity value. This is MHC class I binding data. (1) The peptide sequence is NTLQCIMLVY. The MHC is HLA-A29:02 with pseudo-sequence HLA-A29:02. The binding affinity (normalized) is 0.766. (2) The peptide sequence is GIMIGVLVGV. The binding affinity (normalized) is 0.667. The MHC is HLA-A02:01 with pseudo-sequence HLA-A02:01. (3) The peptide sequence is WTTYMDTFFR. The MHC is HLA-A02:02 with pseudo-sequence HLA-A02:02. The binding affinity (normalized) is 0.0837. (4) The peptide sequence is LTPLDCERV. The MHC is Mamu-A01 with pseudo-sequence Mamu-A01. The binding affinity (normalized) is 0.676.